Predict the reactants needed to synthesize the given product. From a dataset of Full USPTO retrosynthesis dataset with 1.9M reactions from patents (1976-2016). (1) Given the product [CH2:1]([S:4]([N:7]1[CH2:8][CH:9]([CH2:11][O:12][S:36]([CH3:39])(=[O:38])=[O:37])[CH2:10]1)(=[O:6])=[O:5])[CH2:2][CH3:3], predict the reactants needed to synthesize it. The reactants are: [CH2:1]([S:4]([N:7]1[CH2:10][CH:9]([CH2:11][OH:12])[CH2:8]1)(=[O:6])=[O:5])[CH2:2][CH3:3].Cl.NC1C(CC2C=CC(Cl)=C(Cl)C=2)C2C=C(CN[S:36]([CH2:39]CC)(=[O:38])=[O:37])C=CC=2CC1. (2) Given the product [Br:1][C:2]1[CH:10]=[C:9]([Cl:11])[CH:8]=[CH:7][C:3]=1[C:4]([O:6][CH2:16][CH3:17])=[O:5], predict the reactants needed to synthesize it. The reactants are: [Br:1][C:2]1[CH:10]=[C:9]([Cl:11])[CH:8]=[CH:7][C:3]=1[C:4]([OH:6])=[O:5].S(Cl)(Cl)=O.[C:16]1(C)C=CC=C[CH:17]=1. (3) Given the product [NH2:1][C:4]1[CH:5]=[N:6][C:7]2[C:12]([C:13]=1[NH:14][CH2:15][C:16]1([C:22]([O:24][CH2:25][CH3:26])=[O:23])[CH2:21][CH2:20][CH2:19][CH2:18][CH2:17]1)=[CH:11][CH:10]=[CH:9][CH:8]=2, predict the reactants needed to synthesize it. The reactants are: [N+:1]([C:4]1[CH:5]=[N:6][C:7]2[C:12]([C:13]=1[NH:14][CH2:15][C:16]1([C:22]([O:24][CH2:25][CH3:26])=[O:23])[CH2:21][CH2:20][CH2:19][CH2:18][CH2:17]1)=[CH:11][CH:10]=[CH:9][CH:8]=2)([O-])=O.